From a dataset of Forward reaction prediction with 1.9M reactions from USPTO patents (1976-2016). Predict the product of the given reaction. (1) The product is: [C:1]([O:5][C:6](=[O:25])[C:7]1[CH:8]=[C:9]([CH:2]=[C:1]([CH3:4])[CH3:3])[CH:10]=[C:11]([N:13]([S:20]([CH3:23])(=[O:22])=[O:21])[C:14]2[CH:19]=[CH:18][CH:17]=[CH:16][CH:15]=2)[CH:12]=1)([CH3:4])([CH3:3])[CH3:2]. Given the reactants [C:1]([O:5][C:6](=[O:25])[C:7]1[CH:12]=[C:11]([N:13]([S:20]([CH3:23])(=[O:22])=[O:21])[C:14]2[CH:19]=[CH:18][CH:17]=[CH:16][CH:15]=2)[CH:10]=[C:9](Br)[CH:8]=1)([CH3:4])([CH3:3])[CH3:2].C([O-])([O-])=O.[K+].[K+], predict the reaction product. (2) Given the reactants [Cl:1][C:2]1[CH:3]=[C:4]([CH:8]=[CH:9][CH:10]=1)[C:5]([NH2:7])=[NH:6].Br[CH2:12][C:13]([C:15]1[CH:20]=[CH:19][C:18]([Br:21])=[CH:17][N:16]=1)=O, predict the reaction product. The product is: [Br:21][C:18]1[CH:19]=[CH:20][C:15]([C:13]2[N:6]=[C:5]([C:4]3[CH:8]=[CH:9][CH:10]=[C:2]([Cl:1])[CH:3]=3)[NH:7][CH:12]=2)=[N:16][CH:17]=1. (3) Given the reactants F[C:2]1[CH:7]=CC(N2C(I)=C(N)C=N2)=[CH:4][CH:3]=1.[Cl:15][C:16]1[C:17]([C:41]([F:44])([F:43])[F:42])=[N:18][N:19]([CH:22]2[CH2:26][CH2:25][N:24]([C:27]3[CH:28]=[N:29][N:30]([C:33]4[CH:38]=[CH:37][C:36]([F:39])=[CH:35][CH:34]=4)[C:31]=3[I:32])[C:23]2=[O:40])[C:20]=1[CH3:21].C/C(/[B-](F)(F)F)=C\C.[K+].C(=O)([O-])[O-].[Na+].[Na+], predict the reaction product. The product is: [Cl:15][C:16]1[C:17]([C:41]([F:43])([F:42])[F:44])=[N:18][N:19]([CH:22]2[CH2:26][CH2:25][N:24]([C:27]3[CH:28]=[N:29][N:30]([C:33]4[CH:34]=[CH:35][C:36]([F:39])=[CH:37][CH:38]=4)[C:31]=3[I:32])[C:23]2=[O:40])[C:20]=1[CH3:21].[Cl:15][C:16]1[C:17]([C:41]([F:44])([F:43])[F:42])=[N:18][N:19]([CH:22]2[CH2:26][CH2:25][N:24]([C:27]3[CH:28]=[N:29][N:30]([C:33]4[CH:38]=[CH:37][C:36]([F:39])=[CH:35][CH:34]=4)[C:31]=3/[C:2](/[CH3:7])=[CH:3]/[CH3:4])[C:23]2=[O:40])[C:20]=1[CH3:21].